This data is from Reaction yield outcomes from USPTO patents with 853,638 reactions. The task is: Predict the reaction yield, written as a fraction of the theoretical maximum amount of product (1.0 means a 100% yield; for example, 0.34 means a 34% yield). (1) The reactants are C(OC([N:8]1[CH2:13][CH2:12][C:11](=[C:14](Br)[C:15]2[CH:20]=[CH:19][C:18]([C:21](=[O:27])[N:22]([CH2:25][CH3:26])[CH2:23][CH3:24])=[CH:17][CH:16]=2)[CH2:10][CH2:9]1)=O)(C)(C)C.[N+:29]([C:32]1[CH:37]=[CH:36][CH:35]=[CH:34][C:33]=1B(O)O)([O-:31])=[O:30].C([O-])([O-])=O.[Na+].[Na+]. The catalyst is C1(C)C=CC=CC=1.C(O)C. The product is [CH2:23]([N:22]([CH2:25][CH3:26])[C:21](=[O:27])[C:18]1[CH:19]=[CH:20][C:15]([C:14]([C:33]2[CH:34]=[CH:35][CH:36]=[CH:37][C:32]=2[N+:29]([O-:31])=[O:30])=[C:11]2[CH2:10][CH2:9][NH:8][CH2:13][CH2:12]2)=[CH:16][CH:17]=1)[CH3:24]. The yield is 0.300. (2) The reactants are C[O:2][C:3](=O)[C:4]1[CH:9]=[CH:8][N:7]=[C:6]([CH3:10])[CH:5]=1.O.[NH2:13][NH2:14]. The catalyst is CO. The product is [CH3:10][C:6]1[CH:5]=[C:4]([CH:9]=[CH:8][N:7]=1)[C:3]([NH:13][NH2:14])=[O:2]. The yield is 0.860.